Dataset: Reaction yield outcomes from USPTO patents with 853,638 reactions. Task: Predict the reaction yield, written as a fraction of the theoretical maximum amount of product (1.0 means a 100% yield; for example, 0.34 means a 34% yield). (1) The reactants are [CH3:1][CH:2]1[CH2:6][CH2:5][CH2:4][N:3]1[CH2:7][CH:8]1[CH2:13][CH2:12][N:11]([C:14](=[C:17]([C:20]#[N:21])[C:18]#[N:19])SC)[CH2:10][CH2:9]1.[NH2:22][CH2:23][CH2:24][N:25]1[CH2:29][CH2:28][CH2:27][C@H:26]1[CH3:30]. The catalyst is C(O)C.[Cl-].[Na+].O. The product is [CH3:30][C@@H:26]1[CH2:27][CH2:28][CH2:29][N:25]1[CH2:24][CH2:23][NH:22][C:14](=[C:17]([C:20]#[N:21])[C:18]#[N:19])[N:11]1[CH2:12][CH2:13][CH:8]([CH2:7][N:3]2[CH2:4][CH2:5][CH2:6][CH:2]2[CH3:1])[CH2:9][CH2:10]1. The yield is 0.730. (2) The reactants are [CH2:1]([O:3][C:4](=[O:36])[C:5]([O:8][C:9]1[CH:14]=[CH:13][C:12]([O:15][CH2:16][CH2:17][CH:18]([O:20][C:21]2[CH:26]=[CH:25][C:24](Br)=[CH:23][C:22]=2[C:28](=[O:35])[C:29]2[CH:34]=[CH:33][CH:32]=[CH:31][CH:30]=2)[CH3:19])=[CH:11][CH:10]=1)([CH3:7])[CH3:6])[CH3:2].[CH2:37](B(O)O)[CH2:38][CH2:39][CH3:40].[F-].[Cs+]. The catalyst is O1CCOCC1.[Pd](Cl)Cl.C1(P(C2C=CC=CC=2)[C-]2C=CC=C2)C=CC=CC=1.[C-]1(P(C2C=CC=CC=2)C2C=CC=CC=2)C=CC=C1.[Fe+2]. The product is [CH2:1]([O:3][C:4](=[O:36])[C:5]([O:8][C:9]1[CH:14]=[CH:13][C:12]([O:15][CH2:16][CH2:17][CH:18]([O:20][C:21]2[CH:26]=[CH:25][C:24]([CH2:37][CH2:38][CH2:39][CH3:40])=[CH:23][C:22]=2[C:28](=[O:35])[C:29]2[CH:34]=[CH:33][CH:32]=[CH:31][CH:30]=2)[CH3:19])=[CH:11][CH:10]=1)([CH3:7])[CH3:6])[CH3:2]. The yield is 0.690. (3) The reactants are [Si]([O:8][CH2:9][CH2:10][NH:11][C@:12]12[CH2:47][CH2:46][C@@H:45]([C:48]([CH3:50])=[CH2:49])[C@@H:13]1[C@@H:14]1[C@@:27]([CH3:30])([CH2:28][CH2:29]2)[C@@:26]2([CH3:31])[C@@H:17]([C@:18]3([CH3:44])[C@@H:23]([CH2:24][CH2:25]2)[C:22]([CH3:33])([CH3:32])[C:21]([C:34]2[CH:43]=[CH:42][C:37]([C:38]([O:40]C)=[O:39])=[CH:36][CH:35]=2)=[CH:20][CH2:19]3)[CH2:16][CH2:15]1)(C(C)(C)C)(C)C.CCCC[N+](CCCC)(CCCC)CCCC.[F-]. The catalyst is C1COCC1.O. The product is [OH:8][CH2:9][CH2:10][NH:11][C@:12]12[CH2:47][CH2:46][C@@H:45]([C:48]([CH3:50])=[CH2:49])[C@@H:13]1[C@@H:14]1[C@@:27]([CH3:30])([CH2:28][CH2:29]2)[C@@:26]2([CH3:31])[C@@H:17]([C@:18]3([CH3:44])[C@@H:23]([CH2:24][CH2:25]2)[C:22]([CH3:33])([CH3:32])[C:21]([C:34]2[CH:35]=[CH:36][C:37]([C:38]([OH:40])=[O:39])=[CH:42][CH:43]=2)=[CH:20][CH2:19]3)[CH2:16][CH2:15]1. The yield is 0.529. (4) The reactants are [NH2:1][C:2]1[CH:7]=[CH:6][C:5]([CH:8]2[CH2:13][C:12](=[O:14])[NH:11][C:10](=[O:15])[CH2:9]2)=[CH:4][C:3]=1[C:16]1[CH2:21][CH2:20][CH2:19][CH2:18][CH:17]=1.C1CN([P+](Br)(N2CCCC2)N2CCCC2)CC1.F[P-](F)(F)(F)(F)F.[K+].[C:47]([C:49]1[N:50]=[C:51]([C:62]([O-])=[O:63])[N:52]([CH2:54][O:55][CH2:56][CH2:57][Si:58]([CH3:61])([CH3:60])[CH3:59])[CH:53]=1)#[N:48].CCN(C(C)C)C(C)C. The catalyst is C(Cl)Cl. The product is [C:16]1([C:3]2[CH:4]=[C:5]([CH:8]3[CH2:9][C:10](=[O:15])[NH:11][C:12](=[O:14])[CH2:13]3)[CH:6]=[CH:7][C:2]=2[NH:1][C:62]([C:51]2[N:52]([CH2:54][O:55][CH2:56][CH2:57][Si:58]([CH3:61])([CH3:60])[CH3:59])[CH:53]=[C:49]([C:47]#[N:48])[N:50]=2)=[O:63])[CH2:21][CH2:20][CH2:19][CH2:18][CH:17]=1. The yield is 0.510. (5) The reactants are [C:1]1([NH:7][C:8]([N:10]2[C:18]3[C:13](=[CH:14][C:15]([N+:19]([O-])=O)=[CH:16][CH:17]=3)[CH:12]=[CH:11]2)=[O:9])[CH:6]=[CH:5][CH:4]=[CH:3][CH:2]=1.O.[Cl-].[NH4+]. The catalyst is C(O)C.[Fe]. The product is [C:1]1([NH:7][C:8]([N:10]2[C:18]3[C:13](=[CH:14][C:15]([NH2:19])=[CH:16][CH:17]=3)[CH:12]=[CH:11]2)=[O:9])[CH:2]=[CH:3][CH:4]=[CH:5][CH:6]=1. The yield is 0.220. (6) The reactants are [C:1]1([CH:7]([C:30]2[CH:35]=[CH:34][CH:33]=[CH:32][CH:31]=2)[CH2:8][CH2:9][N:10]([CH2:22][CH2:23][N:24]2[CH2:29][CH2:28][O:27][CH2:26][CH2:25]2)[C:11]([NH:13][C:14]2[CH:19]=[CH:18][CH:17]=[C:16]([CH2:20][OH:21])[CH:15]=2)=[O:12])[CH:6]=[CH:5][CH:4]=[CH:3][CH:2]=1.[H-].[Na+].[CH3:38]I.O. The catalyst is C1COCC1.C(Cl)Cl.CCOC(C)=O. The product is [C:1]1([CH:7]([C:30]2[CH:31]=[CH:32][CH:33]=[CH:34][CH:35]=2)[CH2:8][CH2:9][N:10]([CH2:22][CH2:23][N:24]2[CH2:29][CH2:28][O:27][CH2:26][CH2:25]2)[C:11]([NH:13][C:14]2[CH:19]=[CH:18][CH:17]=[C:16]([CH2:20][O:21][CH3:38])[CH:15]=2)=[O:12])[CH:6]=[CH:5][CH:4]=[CH:3][CH:2]=1. The yield is 0.120.